This data is from Reaction yield outcomes from USPTO patents with 853,638 reactions. The task is: Predict the reaction yield, written as a fraction of the theoretical maximum amount of product (1.0 means a 100% yield; for example, 0.34 means a 34% yield). (1) The reactants are [F:1][C:2]1[CH:7]=[CH:6][CH:5]=[CH:4][N:3]=1.[F:8][B-:9]([F:12])([F:11])[F:10].[CH2:13]([O+](CC)CC)[CH3:14]. The catalyst is ClCCCl. The product is [F:8][B-:9]([F:12])([F:11])[F:10].[CH2:13]([N+:3]1[CH:4]=[CH:5][CH:6]=[CH:7][C:2]=1[F:1])[CH3:14]. The yield is 0.260. (2) The reactants are [CH3:1][O:2][C:3]1[CH:4]=[C:5]2[C:10](=[CH:11][C:12]=1[O:13][CH3:14])[N:9]=[CH:8][CH:7]=[C:6]2[S:15][C:16]1[S:17][C:18]([NH2:21])=[CH:19][N:20]=1.N1C=CC=CC=1.Cl[C:29](OC1C=CC([N+]([O-])=O)=CC=1)=[O:30].[NH2:41][C:42]1[S:43][CH:44]=[CH:45][N:46]=1. The catalyst is O1CCCC1.CO.C(OCC)(=O)C.O.C(N(CC)CC)C. The product is [CH3:1][O:2][C:3]1[CH:4]=[C:5]2[C:10](=[CH:11][C:12]=1[O:13][CH3:14])[N:9]=[CH:8][CH:7]=[C:6]2[S:15][C:16]1[S:17][C:18]([NH:21][C:29]([NH:41][C:42]2[S:43][CH:44]=[CH:45][N:46]=2)=[O:30])=[CH:19][N:20]=1. The yield is 0.190. (3) The reactants are [Cl:1][C:2]1[CH:7]=[CH:6][CH:5]=[CH:4][C:3]=1[C:8]1[C:27](=[O:28])[N:26]([CH2:29][CH2:30][CH:31]2[CH2:36][CH2:35][CH2:34][N:33](C(OC(C)(C)C)=O)[CH2:32]2)[C:11]2[N:12]=[C:13]([NH:16][CH2:17][CH2:18][CH2:19][CH2:20][N:21]([CH2:24][CH3:25])[CH2:22][CH3:23])[N:14]=[CH:15][C:10]=2[CH:9]=1.C(O)(C(F)(F)F)=O. The catalyst is C(Cl)Cl. The product is [Cl:1][C:2]1[CH:7]=[CH:6][CH:5]=[CH:4][C:3]=1[C:8]1[C:27](=[O:28])[N:26]([CH2:29][CH2:30][CH:31]2[CH2:36][CH2:35][CH2:34][NH:33][CH2:32]2)[C:11]2[N:12]=[C:13]([NH:16][CH2:17][CH2:18][CH2:19][CH2:20][N:21]([CH2:22][CH3:23])[CH2:24][CH3:25])[N:14]=[CH:15][C:10]=2[CH:9]=1. The yield is 0.930. (4) The reactants are [Cl:1][C:2]1[CH:7]=[CH:6][C:5]([C:8]2([OH:23])[C:13]3([CH2:15][CH2:14]3)[CH2:12][N:11](C(OC(C)(C)C)=O)[CH2:10][CH2:9]2)=[CH:4][CH:3]=1.Cl. The catalyst is O1CCOCC1. The product is [Cl:1][C:2]1[CH:7]=[CH:6][C:5]([C:8]2([OH:23])[C:13]3([CH2:15][CH2:14]3)[CH2:12][NH:11][CH2:10][CH2:9]2)=[CH:4][CH:3]=1. The yield is 0.870. (5) The reactants are [NH:1]1[CH:5]=[CH:4][N:3]=[CH:2]1.[H-].[Na+].CS(O[CH:13]1[CH2:30][CH2:29][C:16]2([CH2:21][CH2:20][N:19]([C:22]([O:24][C:25]([CH3:28])([CH3:27])[CH3:26])=[O:23])[CH2:18][CH2:17]2)[CH2:15][CH2:14]1)(=O)=O. The catalyst is CN(C=O)C.O. The product is [N:1]1([CH:13]2[CH2:30][CH2:29][C:16]3([CH2:17][CH2:18][N:19]([C:22]([O:24][C:25]([CH3:26])([CH3:27])[CH3:28])=[O:23])[CH2:20][CH2:21]3)[CH2:15][CH2:14]2)[CH:5]=[CH:4][N:3]=[CH:2]1. The yield is 0.590.